This data is from Reaction yield outcomes from USPTO patents with 853,638 reactions. The task is: Predict the reaction yield, written as a fraction of the theoretical maximum amount of product (1.0 means a 100% yield; for example, 0.34 means a 34% yield). (1) The yield is 0.250. The product is [CH2:17]([O:10][C:9]1[CH:8]=[CH:7][C:4]([C:5]#[N:6])=[CH:3][C:2]=1[OH:1])[C:18]1[CH:23]=[CH:22][CH:21]=[CH:20][CH:19]=1. The catalyst is CC(C)=O. The reactants are [OH:1][C:2]1[CH:3]=[C:4]([CH:7]=[CH:8][C:9]=1[OH:10])[C:5]#[N:6].C([O-])([O-])=O.[K+].[K+].[CH2:17](Br)[C:18]1[CH:23]=[CH:22][CH:21]=[CH:20][CH:19]=1. (2) The reactants are [NH:1]1[CH2:6][CH2:5][CH:4]([O:7][C:8](=[O:22])[NH:9][C:10]2[CH:15]=[CH:14][CH:13]=[CH:12][C:11]=2[C:16]2[CH:21]=[CH:20][CH:19]=[CH:18][CH:17]=2)[CH2:3][CH2:2]1.[C:23]([OH:27])(=[O:26])[CH:24]=[CH2:25]. The catalyst is C(Cl)Cl. The product is [C:11]1([C:16]2[CH:21]=[CH:20][CH:19]=[CH:18][CH:17]=2)[CH:12]=[CH:13][CH:14]=[CH:15][C:10]=1[NH:9][C:8]([O:7][CH:4]1[CH2:3][CH2:2][N:1]([CH2:25][CH2:24][C:23]([OH:27])=[O:26])[CH2:6][CH2:5]1)=[O:22]. The yield is 0.980. (3) The reactants are Br[C:2]1[N:18]([C@@H:19]2[CH2:23][CH2:22][N:21]([C:24]([O:26][C:27]([CH3:30])([CH3:29])[CH3:28])=[O:25])[CH2:20]2)[C:5]2[N:6]=[CH:7][N:8]=[C:9]([NH:10][C:11]([O:13][C:14]([CH3:17])([CH3:16])[CH3:15])=[O:12])[C:4]=2[C:3]=1[C:31]1[CH:36]=[CH:35][C:34]([O:37][C:38]2[CH:43]=[CH:42][CH:41]=[CH:40][CH:39]=2)=[CH:33][CH:32]=1.[Li]CCCC.CN([CH:52]=[O:53])C. The catalyst is C1COCC1. The product is [C:14]([O:13][C:11]([NH:10][C:9]1[C:4]2[C:3]([C:31]3[CH:36]=[CH:35][C:34]([O:37][C:38]4[CH:43]=[CH:42][CH:41]=[CH:40][CH:39]=4)=[CH:33][CH:32]=3)=[C:2]([CH:52]=[O:53])[N:18]([C@@H:19]3[CH2:23][CH2:22][N:21]([C:24]([O:26][C:27]([CH3:29])([CH3:28])[CH3:30])=[O:25])[CH2:20]3)[C:5]=2[N:6]=[CH:7][N:8]=1)=[O:12])([CH3:16])([CH3:15])[CH3:17]. The yield is 0.0800. (4) The catalyst is N1C=CC=CC=1. The yield is 0.500. The reactants are [NH:1]1[C:9]2[C:4](=[CH:5][CH:6]=[CH:7][CH:8]=2)[C:3]([CH:10]=[CH:11][C:12]2[CH:22]=[CH:21][CH:20]=[CH:19][C:13]=2/[C:14](/[NH:17][OH:18])=[N:15]\[H])=[N:2]1.CC[C:25]([C:27](Cl)=[O:28])=O.C[OH:31].[OH-].[Na+]. The product is [NH:1]1[C:9]2[C:4](=[CH:5][CH:6]=[CH:7][CH:8]=2)[C:3](/[CH:10]=[CH:11]/[C:12]2[CH:22]=[CH:21][CH:20]=[CH:19][C:13]=2[C:14]2[N:15]=[C:25]([C:27]([OH:28])=[O:31])[O:18][N:17]=2)=[N:2]1. (5) The reactants are [NH2:1][C:2]1[N:7]=[CH:6][N:5]=[C:4]2[N:8]([CH2:25][C@H:26]3[CH2:30][CH2:29][CH2:28][N:27]3[C:31](=[O:35])[CH2:32][C:33]#[N:34])[N:9]=[C:10]([C:11]3[CH:16]=[CH:15][C:14]([O:17][C:18]4[CH:23]=[CH:22][CH:21]=[CH:20][CH:19]=4)=[CH:13][C:12]=3[F:24])[C:3]=12.C(Cl)Cl.N1CCCCC1.[CH:45]([C:47]1([NH:50][C:51](=[O:57])[O:52][C:53]([CH3:56])([CH3:55])[CH3:54])[CH2:49][CH2:48]1)=O. The catalyst is CO. The product is [NH2:1][C:2]1[N:7]=[CH:6][N:5]=[C:4]2[N:8]([CH2:25][C@H:26]3[CH2:30][CH2:29][CH2:28][N:27]3[C:31](=[O:35])[C:32]([C:33]#[N:34])=[CH:45][C:47]3([NH:50][C:51](=[O:57])[O:52][C:53]([CH3:56])([CH3:55])[CH3:54])[CH2:48][CH2:49]3)[N:9]=[C:10]([C:11]3[CH:16]=[CH:15][C:14]([O:17][C:18]4[CH:19]=[CH:20][CH:21]=[CH:22][CH:23]=4)=[CH:13][C:12]=3[F:24])[C:3]=12. The yield is 0.130.